From a dataset of Catalyst prediction with 721,799 reactions and 888 catalyst types from USPTO. Predict which catalyst facilitates the given reaction. (1) Reactant: Br[C:2]1[S:3][C:4]([C:8]2[N:12]3[N:13]=[C:14]([CH3:22])[CH:15]=[C:16]([CH:17]([CH2:20][CH3:21])[CH2:18][CH3:19])[C:11]3=[N:10][C:9]=2[CH3:23])=[C:5]([Br:7])[N:6]=1.[Li]CCCC.O. Product: [Br:7][C:5]1[N:6]=[CH:2][S:3][C:4]=1[C:8]1[N:12]2[N:13]=[C:14]([CH3:22])[CH:15]=[C:16]([CH:17]([CH2:18][CH3:19])[CH2:20][CH3:21])[C:11]2=[N:10][C:9]=1[CH3:23]. The catalyst class is: 1. (2) Reactant: C(N(CC)CC)C.[NH2:8][C:9]1[CH:14]=[C:13]([O:15][Si:16]([CH:23]([CH3:25])[CH3:24])([CH:20]([CH3:22])[CH3:21])[CH:17]([CH3:19])[CH3:18])[C:12]([O:26][CH3:27])=[CH:11][C:10]=1[C:28]([N:30]1[CH:34]=[C:33](/[CH:35]=[CH:36]/[CH3:37])[CH2:32][C@H:31]1[CH2:38][O:39][Si:40]([C:43]([CH3:46])([CH3:45])[CH3:44])([CH3:42])[CH3:41])=[O:29].ClC(Cl)(O[C:51](=[O:57])[O:52][C:53](Cl)(Cl)Cl)Cl.[N-]=C=O.OC[C:64]1[CH:69]=[CH:68][C:67]([NH:70][C:71](=[O:88])[C@@H:72]([NH:74][C:75](=[O:87])[C@@H:76]([NH:80][C:81](=[O:86])[O:82][CH2:83][CH:84]=[CH2:85])[CH:77]([CH3:79])[CH3:78])[CH3:73])=[CH:66][CH:65]=1. Product: [CH2:83]([O:82][C:81](=[O:86])[NH:80][C@@H:76]([CH:77]([CH3:79])[CH3:78])[C:75]([NH:74][C@@H:72]([CH3:73])[C:71]([NH:70][C:67]1[CH:68]=[CH:69][C:64]([CH2:53][O:52][C:51](=[O:57])[NH:8][C:9]2[CH:14]=[C:13]([O:15][Si:16]([CH:20]([CH3:22])[CH3:21])([CH:23]([CH3:24])[CH3:25])[CH:17]([CH3:19])[CH3:18])[C:12]([O:26][CH3:27])=[CH:11][C:10]=2[C:28]([N:30]2[CH:34]=[C:33](/[CH:35]=[CH:36]/[CH3:37])[CH2:32][C@H:31]2[CH2:38][O:39][Si:40]([C:43]([CH3:46])([CH3:45])[CH3:44])([CH3:41])[CH3:42])=[O:29])=[CH:65][CH:66]=1)=[O:88])=[O:87])[CH:84]=[CH2:85]. The catalyst class is: 1. (3) Reactant: Cl[C:2]1[CH:3]=[C:4]([C:8]2[CH:13]=[CH:12][CH:11]=[CH:10][N:9]=2)[CH:5]=[CH:6][CH:7]=1.[N:14]1([C:19]2[CH:20]=[C:21]([NH:25][C:26]3[CH:31]=[CH:30][CH:29]=[CH:28][CH:27]=3)[CH:22]=[CH:23][CH:24]=2)[CH:18]=[CH:17][CH:16]=[N:15]1.CC(C)([O-])C.[Na+].C(P(C(C)(C)C)C1(C)CC1(C1C=CC=CC=1)C1C=CC=CC=1)(C)(C)C.[Cl-].[NH4+]. Product: [N:14]1([C:19]2[CH:20]=[C:21]([N:25]([C:2]3[CH:7]=[CH:6][CH:5]=[C:4]([C:8]4[CH:13]=[CH:12][CH:11]=[CH:10][N:9]=4)[CH:3]=3)[C:26]3[CH:27]=[CH:28][CH:29]=[CH:30][CH:31]=3)[CH:22]=[CH:23][CH:24]=2)[CH:18]=[CH:17][CH:16]=[N:15]1. The catalyst class is: 113. (4) Reactant: [NH2:1][C:2]1[CH:3]=[N:4][C:5]2[C:10]([C:11]=1[NH:12][CH2:13][CH2:14][CH:15]([CH3:17])[CH3:16])=[CH:9][CH:8]=[CH:7][CH:6]=2.[CH2:18]([O:20][CH2:21][C:22](O)=O)[CH3:19].[OH-].[Na+]. Product: [CH2:18]([O:20][CH2:21][C:22]1[N:12]([CH2:13][CH2:14][CH:15]([CH3:17])[CH3:16])[C:11]2[C:10]3[CH:9]=[CH:8][CH:7]=[CH:6][C:5]=3[N:4]=[CH:3][C:2]=2[N:1]=1)[CH3:19]. The catalyst class is: 6. (5) Reactant: [CH2:1]([N:5]1[C:13]2[C:12](Cl)=[N:11][CH:10]=[N:9][C:8]=2[C:7]([C:15]#[N:16])=[C:6]1[Cl:17])[C:2]#[C:3][CH3:4].Cl.C(=O)(O)[O-:20].[Na+]. The catalyst class is: 12. Product: [CH2:1]([N:5]1[C:13]2[C:12](=[O:20])[NH:11][CH:10]=[N:9][C:8]=2[C:7]([C:15]#[N:16])=[C:6]1[Cl:17])[C:2]#[C:3][CH3:4].